From a dataset of Catalyst prediction with 721,799 reactions and 888 catalyst types from USPTO. Predict which catalyst facilitates the given reaction. (1) The catalyst class is: 33. Product: [NH2:2][C@@H:3]([C:8]([OH:10])=[O:9])[CH2:4][C:5]([OH:7])=[O:6]. Reactant: Cl.[NH2:2][C@@H:3]([C:8]([OH:10])=[O:9])[CH2:4][C:5]([OH:7])=[O:6]. (2) Reactant: [Li][CH2:2][CH2:3][CH2:4][CH3:5].Br[C:7]1[CH:12]=[CH:11][C:10]2C3C([C:19]4([CH:27]=[C:26]5[C:21]([CH:22]=[CH:23][CH:24]=[CH:25]5)=[CH:20]4)[C:9]=2[CH:8]=1)=CC=CC=3.[B:28]([O:37]C(C)C)([O:33]C(C)C)OC(C)C.Cl.[CH2:42]1COC[CH2:43]1. Product: [CH:27]1[C:19]2([C:2]3[CH:43]=[C:42]([B:28]([OH:33])[OH:37])[CH:5]=[CH:4][C:3]=3[C:10]3[C:9]2=[CH:8][CH:7]=[CH:12][CH:11]=3)[CH:20]=[C:21]2[C:26]=1[CH:25]=[CH:24][CH:23]=[CH:22]2. The catalyst class is: 316. (3) Reactant: C([N:8]1[C:16]2[CH:15]=[CH:14][N:13]=[C:12]([O:17][CH3:18])[C:11]=2[CH:10]=[C:9]1[CH3:19])C1C=CC=CC=1.CC([O-])(C)C.[K+].O=O. Product: [CH3:18][O:17][C:12]1[C:11]2[CH:10]=[C:9]([CH3:19])[NH:8][C:16]=2[CH:15]=[CH:14][N:13]=1. The catalyst class is: 774. (4) Reactant: C([O:3][C:4]1[CH:5]=[C:6]2[CH:12]=[CH:11][S:10][C:7]2=[CH:8][N:9]=1)C.Cl.N1C=CC=CC=1. Product: [S:10]1[C:7]2=[CH:8][N:9]=[C:4]([OH:3])[CH:5]=[C:6]2[CH:12]=[CH:11]1. The catalyst class is: 6. (5) Reactant: [F:1][C:2]1[CH:7]=[CH:6][C:5]([C:8]2([C:13]([OH:15])=O)[CH2:12][CH2:11][CH2:10][CH2:9]2)=[CH:4][CH:3]=1.[CH3:16][NH:17][CH2:18][C:19]1[S:20][CH:21]=[CH:22][CH:23]=1.C(N(CC)CC)C.CCN=C=NCCCN(C)C. Product: [F:1][C:2]1[CH:3]=[CH:4][C:5]([C:8]2([C:13]([N:17]([CH3:16])[CH2:18][C:19]3[S:20][CH:21]=[CH:22][CH:23]=3)=[O:15])[CH2:9][CH2:10][CH2:11][CH2:12]2)=[CH:6][CH:7]=1. The catalyst class is: 64. (6) Reactant: Br[C:2]1[CH:3]=[C:4]([Cl:15])[C:5]2[O:14][C:13]3[CH2:12][CH2:11][NH:10][CH2:9][C:8]=3[C:6]=2[CH:7]=1.C(=O)([O-])[O-].[K+].[K+].[C:30](O[C:30]([O:32][C:33]([CH3:36])([CH3:35])[CH3:34])=[O:31])([O:32][C:33]([CH3:36])([CH3:35])[CH3:34])=[O:31]. Product: [CH2:8]([C:2]1[CH:3]=[C:4]([Cl:15])[C:5]2[O:14][C:13]3[CH2:12][CH2:11][N:10]([C:30]([O:32][C:33]([CH3:34])([CH3:35])[CH3:36])=[O:31])[CH2:9][C:8]=3[C:6]=2[CH:7]=1)[C:6]1[CH:7]=[CH:2][CH:3]=[CH:4][CH:5]=1. The catalyst class is: 378. (7) Reactant: FC(F)(F)C(O)=O.[NH2:8][CH2:9][CH2:10][CH2:11][O:12][C:13]1[CH:29]=[CH:28][C:16]2[CH2:17][CH:18]([CH2:23][C:24]([O:26][CH3:27])=[O:25])[C:19](=[O:22])[NH:20][CH2:21][C:15]=2[CH:14]=1.Br[C:31]1[N:36]=[CH:35][CH:34]=[CH:33][N:32]=1.C([O-])(O)=O.[Na+]. Product: [N:32]1[CH:33]=[CH:34][CH:35]=[N:36][C:31]=1[NH:8][CH2:9][CH2:10][CH2:11][O:12][C:13]1[CH:29]=[CH:28][C:16]2[CH2:17][CH:18]([CH2:23][C:24]([O:26][CH3:27])=[O:25])[C:19](=[O:22])[NH:20][CH2:21][C:15]=2[CH:14]=1. The catalyst class is: 14.